This data is from Forward reaction prediction with 1.9M reactions from USPTO patents (1976-2016). The task is: Predict the product of the given reaction. (1) Given the reactants C([Li])CCC.CCCCCC.[CH2:12]([O:14][C:15](=[O:25])[CH2:16]P(OCC)(OCC)=O)[CH3:13].[Cl:26][C:27]1[N:31]=[C:30]([C:32]2[CH:37]=[CH:36][CH:35]=[CH:34][CH:33]=2)[N:29]([CH3:38])[C:28]=1[CH:39]=O, predict the reaction product. The product is: [CH2:12]([O:14][C:15](=[O:25])[CH:16]=[CH:39][C:28]1[N:29]([CH3:38])[C:30]([C:32]2[CH:33]=[CH:34][CH:35]=[CH:36][CH:37]=2)=[N:31][C:27]=1[Cl:26])[CH3:13]. (2) Given the reactants [CH3:1][C:2]1[C:7]2[O:8][CH2:9][C:10](=[O:12])[NH:11][C:6]=2[N:5]=[C:4]([C:13]([OH:15])=O)[CH:3]=1.Cl.[CH3:17][NH:18][O:19][CH3:20].CCN=C=NCCCN(C)C.C1C=CC2N(O)N=NC=2C=1.C([O-])(O)=O.[Na+], predict the reaction product. The product is: [CH3:20][O:19][N:18]([CH3:17])[C:13]([C:4]1[CH:3]=[C:2]([CH3:1])[C:7]2[O:8][CH2:9][C:10](=[O:12])[NH:11][C:6]=2[N:5]=1)=[O:15]. (3) Given the reactants C[C:2]1([C:17](O)=O)[CH2:7][CH2:6][CH:5]([O:8][CH2:9][O:10][CH2:11][CH2:12][Si:13]([CH3:16])([CH3:15])[CH3:14])[CH2:4][CH2:3]1.C1C=CC(P([N:34]=[N+]=[N-])(C2C=CC=CC=2)=O)=CC=1.[C:37]([OH:41])(C)(C)C, predict the reaction product. The product is: [N:34]([C:2]1([CH3:17])[CH2:3][CH2:4][CH:5]([O:8][CH2:9][O:10][CH2:11][CH2:12][Si:13]([CH3:14])([CH3:15])[CH3:16])[CH2:6][CH2:7]1)=[C:37]=[O:41]. (4) The product is: [CH2:15]([O:1][C:2]1[CH:3]=[C:4]([CH:9]=[CH:10][C:11]=1[I:12])[C:5]([O:7][CH3:8])=[O:6])[CH:14]=[CH2:13]. Given the reactants [OH:1][C:2]1[CH:3]=[C:4]([CH:9]=[CH:10][C:11]=1[I:12])[C:5]([O:7][CH3:8])=[O:6].[CH2:13](Br)[CH:14]=[CH2:15].[H-].[Na+], predict the reaction product. (5) Given the reactants O=[C:2]1[CH:7]([C:8]([O:10][CH2:11][CH3:12])=[O:9])[CH2:6][CH2:5][CH2:4][NH:3]1.F[B-](F)(F)F.C[O+](C)C.[CH3:22][O:23][C:24]1[N:29]=[C:28]([C:30]([NH:32][NH2:33])=O)[CH:27]=[CH:26][C:25]=1[N:34]1[CH:38]=[C:37]([CH3:39])[N:36]=[CH:35]1, predict the reaction product. The product is: [CH3:22][O:23][C:24]1[N:29]=[C:28]([C:30]2[N:3]3[CH2:4][CH2:5][CH2:6][CH:7]([C:8]([O:10][CH2:11][CH3:12])=[O:9])[C:2]3=[N:33][N:32]=2)[CH:27]=[CH:26][C:25]=1[N:34]1[CH:38]=[C:37]([CH3:39])[N:36]=[CH:35]1. (6) Given the reactants [CH2:1]([O:8][C@@H:9]1[C:13]([CH2:20][O:21][S:22]([CH3:25])(=[O:24])=[O:23])([CH2:14][O:15][S:16]([CH3:19])(=[O:18])=[O:17])[O:12][C@@H:11]([N:26]2[CH:34]=[C:32]([CH3:33])[C:30](=[O:31])[NH:29][C:27]2=[O:28])[C@H:10]1[OH:35])[C:2]1[CH:7]=[CH:6][CH:5]=[CH:4][CH:3]=1.[F:36][C:37]([F:50])([F:49])[S:38](O[S:38]([C:37]([F:50])([F:49])[F:36])(=[O:40])=[O:39])(=[O:40])=[O:39], predict the reaction product. The product is: [CH2:1]([O:8][C@@H:9]1[C:13]([CH2:14][O:15][S:16]([CH3:19])(=[O:17])=[O:18])([CH2:20][O:21][S:22]([CH3:25])(=[O:24])=[O:23])[O:12][C@@H:11]([N:26]2[CH:34]=[C:32]([CH3:33])[C:30](=[O:31])[NH:29][C:27]2=[O:28])[C@H:10]1[O:35][S:38]([C:37]([F:50])([F:49])[F:36])(=[O:40])=[O:39])[C:2]1[CH:3]=[CH:4][CH:5]=[CH:6][CH:7]=1.